Dataset: Forward reaction prediction with 1.9M reactions from USPTO patents (1976-2016). Task: Predict the product of the given reaction. (1) Given the reactants [CH2:1]([O:5][C:6]([N:8]1[CH2:13][CH2:12][N:11]([C:14](=[O:45])[C@@H:15]([NH:37]C(OC(C)(C)C)=O)[CH2:16][CH2:17][CH2:18][O:19][Si:20]([C:33]([CH3:36])([CH3:35])[CH3:34])([C:27]2[CH:32]=[CH:31][CH:30]=[CH:29][CH:28]=2)[C:21]2[CH:26]=[CH:25][CH:24]=[CH:23][CH:22]=2)[CH2:10][CH2:9]1)=[O:7])[CH2:2][CH2:3][CH3:4].[ClH:46], predict the reaction product. The product is: [ClH:46].[CH2:1]([O:5][C:6]([N:8]1[CH2:9][CH2:10][N:11]([C:14](=[O:45])[C@@H:15]([NH2:37])[CH2:16][CH2:17][CH2:18][O:19][Si:20]([C:33]([CH3:36])([CH3:35])[CH3:34])([C:27]2[CH:32]=[CH:31][CH:30]=[CH:29][CH:28]=2)[C:21]2[CH:26]=[CH:25][CH:24]=[CH:23][CH:22]=2)[CH2:12][CH2:13]1)=[O:7])[CH2:2][CH2:3][CH3:4]. (2) Given the reactants [NH:1]1[C:10]2[C:5](=[CH:6][C:7]([C:11]([OH:13])=O)=[CH:8][CH:9]=2)[CH2:4][CH2:3][CH2:2]1.CCN(C(C)C)C(C)C.Cl.CN(C)CCCN=C=NCC.[NH2:35][C:36]1[S:37][CH:38]=[CH:39][N:40]=1.Cl, predict the reaction product. The product is: [S:37]1[CH:38]=[CH:39][N:40]=[C:36]1[NH:35][C:11]([C:7]1[CH:6]=[C:5]2[C:10](=[CH:9][CH:8]=1)[NH:1][CH2:2][CH2:3][CH2:4]2)=[O:13]. (3) Given the reactants [F:1][C:2]1[CH:3]=[C:4]([C@:8]23[CH2:24][CH2:23][C:18]4([O:22][CH2:21][CH2:20][O:19]4)[C@@H:17]([CH3:25])[C@@H:9]2[CH2:10][CH2:11][C:12]2[C:16]3=[N:15][NH:14][CH:13]=2)[CH:5]=[CH:6][CH:7]=1.C(N(CC)CC)C.[CH3:33][N:34]([CH3:39])[S:35](Cl)(=[O:37])=[O:36], predict the reaction product. The product is: [F:1][C:2]1[CH:3]=[C:4]([C@:8]23[CH2:24][CH2:23][C:18]4([O:22][CH2:21][CH2:20][O:19]4)[C@@H:17]([CH3:25])[C@@H:9]2[CH2:10][CH2:11][C:12]2[C:16]3=[N:15][N:14]([S:35]([N:34]([CH3:39])[CH3:33])(=[O:37])=[O:36])[CH:13]=2)[CH:5]=[CH:6][CH:7]=1. (4) Given the reactants B1(C)OC(C2C=CC=CC=2)(C2C=CC=CC=2)[C@H]2N1CCC2.[C:22]([Si:26]([CH3:52])([CH3:51])[O:27][C:28]1[CH:33]=[CH:32][C:31]([C:34]2[C:38]([C:39]3[CH:44]=[CH:43][CH:42]=[CH:41][CH:40]=3)=[C:37]([C:45]3([C:48](=[O:50])[CH3:49])[CH2:47][CH2:46]3)[O:36][N:35]=2)=[CH:30][CH:29]=1)([CH3:25])([CH3:24])[CH3:23].[Cl-].[NH4+].O, predict the reaction product. The product is: [C:22]([Si:26]([CH3:52])([CH3:51])[O:27][C:28]1[CH:29]=[CH:30][C:31]([C:34]2[C:38]([C:39]3[CH:44]=[CH:43][CH:42]=[CH:41][CH:40]=3)=[C:37]([C:45]3([C@H:48]([OH:50])[CH3:49])[CH2:47][CH2:46]3)[O:36][N:35]=2)=[CH:32][CH:33]=1)([CH3:23])([CH3:25])[CH3:24]. (5) Given the reactants [CH3:1][O:2][C:3]([C:5]1[C:13]2[C:8](=[CH:9][CH:10]=[CH:11][CH:12]=2)[NH:7][N:6]=1)=[O:4].C([N:31]=[C:32]=[S:33])(OCC1C2C(=CC=CC=2)C2C1=CC=CC=2)=O.C(NCC)C, predict the reaction product. The product is: [CH3:1][O:2][C:3]([C:5]1[C:13]2[C:8](=[CH:9][CH:10]=[CH:11][CH:12]=2)[N:7]([C:32](=[S:33])[NH2:31])[N:6]=1)=[O:4].